Dataset: Forward reaction prediction with 1.9M reactions from USPTO patents (1976-2016). Task: Predict the product of the given reaction. Given the reactants [C:1]1([C@@H:7]([NH2:9])[CH3:8])[CH:6]=[CH:5][CH:4]=[CH:3][CH:2]=1.[CH3:10][C@@H:11]([C@@H:14]([O:16][CH2:17][C:18]1[CH:23]=[CH:22][CH:21]=CC=1)[CH3:15])[CH:12]=O.C[OH:25].[Si]([C:30]#[N:31])(C)(C)C, predict the reaction product. The product is: [C:30]([C@H:12]([NH:9][C@H:7]([C:1]1[CH:6]=[CH:5][CH:4]=[CH:3][CH:2]=1)[CH3:8])[C@@H:11]([CH3:10])[C@@H:14]([O:16][CH:17]1[CH2:18][CH2:23][CH2:22][CH2:21][O:25]1)[CH3:15])#[N:31].[C:30]([C@@H:12]([NH:9][C@H:7]([C:1]1[CH:6]=[CH:5][CH:4]=[CH:3][CH:2]=1)[CH3:8])[C@@H:11]([CH3:10])[C@@H:14]([O:16][CH:17]1[CH2:18][CH2:23][CH2:22][CH2:21][O:25]1)[CH3:15])#[N:31].